This data is from Catalyst prediction with 721,799 reactions and 888 catalyst types from USPTO. The task is: Predict which catalyst facilitates the given reaction. (1) Reactant: O[CH:2]1[CH2:7][CH2:6][N:5]([C:8]([CH:10]2[CH2:15][CH2:14][CH:13]([NH:16][C:17]3[N:22]=[C:21]([N:23]4[C:31]5[C:26](=[C:27]([O:32][CH2:33][CH2:34][CH2:35][S:36]([CH3:39])(=[O:38])=[O:37])[CH:28]=[CH:29][CH:30]=5)[CH:25]=[CH:24]4)[CH:20]=[CH:19][N:18]=3)[CH2:12][CH2:11]2)=[O:9])[CH2:4][CH2:3]1.[C:40]([O:44][C:45](=[O:54])[NH:46][CH2:47]C1CCNCC1)([CH3:43])([CH3:42])[CH3:41].C(N(C(C)C)CC)(C)C.F[P-](F)(F)(F)(F)F.N1(O[P+](N(C)C)(N(C)C)N(C)C)C2C=CC=CC=2N=N1. Product: [C:40]([O:44][C:45](=[O:54])[NH:46][CH2:47][CH:2]1[CH2:7][CH2:6][N:5]([C:8]([CH:10]2[CH2:11][CH2:12][CH:13]([NH:16][C:17]3[N:22]=[C:21]([N:23]4[C:31]5[C:26](=[C:27]([O:32][CH2:33][CH2:34][CH2:35][S:36]([CH3:39])(=[O:38])=[O:37])[CH:28]=[CH:29][CH:30]=5)[CH:25]=[CH:24]4)[CH:20]=[CH:19][N:18]=3)[CH2:14][CH2:15]2)=[O:9])[CH2:4][CH2:3]1)([CH3:43])([CH3:42])[CH3:41]. The catalyst class is: 1. (2) The catalyst class is: 2. Reactant: [Cl:1][C:2]1[CH:7]=[CH:6][C:5]([CH:8]2[CH2:13][CH:12]([OH:14])[CH2:11][CH2:10][O:9]2)=[CH:4][CH:3]=1.CCN(C(C)C)C(C)C.[CH3:24][S:25](Cl)(=[O:27])=[O:26]. Product: [CH3:24][S:25]([O:14][CH:12]1[CH2:11][CH2:10][O:9][CH:8]([C:5]2[CH:6]=[CH:7][C:2]([Cl:1])=[CH:3][CH:4]=2)[CH2:13]1)(=[O:27])=[O:26]. (3) Product: [Br:18][C:15]1[CH:16]=[CH:17][C:12]([C:9]2[O:8][C:7]([CH2:6][CH2:5][CH2:4][CH2:3][CH2:2][N:30]3[C:19](=[O:29])[C:20]4[C:21](=[CH:25][CH:26]=[CH:27][CH:28]=4)[C:22]3=[O:23])=[N:11][CH:10]=2)=[CH:13][CH:14]=1. The catalyst class is: 3. Reactant: Br[CH2:2][CH2:3][CH2:4][CH2:5][CH2:6][C:7]1[O:8][C:9]([C:12]2[CH:17]=[CH:16][C:15]([Br:18])=[CH:14][CH:13]=2)=[CH:10][N:11]=1.[C:19]([NH2:30])(=[O:29])[C:20]1[C:21](=[CH:25][CH:26]=[CH:27][CH:28]=1)[C:22](N)=[O:23].[K].O. (4) Reactant: [O:1]=[C:2]1[C:11]2[C:6](=[CH:7][CH:8]=[CH:9][CH:10]=2)[N:5]=[C:4]([CH2:12][CH2:13][CH2:14][C:15]([OH:17])=O)[NH:3]1.Cl.[NH:19]1[CH2:24][CH2:23][CH:22]([C:25]([C:27]2[CH:28]=[C:29]([CH3:33])[CH:30]=[CH:31][CH:32]=2)=[O:26])[CH2:21][CH2:20]1.C(N(CC)CC)C. Product: [CH3:33][C:29]1[CH:28]=[C:27]([CH:32]=[CH:31][CH:30]=1)[C:25]([CH:22]1[CH2:23][CH2:24][N:19]([C:15](=[O:17])[CH2:14][CH2:13][CH2:12][C:4]2[NH:3][C:2](=[O:1])[C:11]3[C:6](=[CH:7][CH:8]=[CH:9][CH:10]=3)[N:5]=2)[CH2:20][CH2:21]1)=[O:26]. The catalyst class is: 3. (5) Reactant: [CH3:1][C@@H:2]1[CH2:11][C:10]2[C:5](=[CH:6][CH:7]=[C:8]([C:12]3([CH3:15])[CH2:14][O:13]3)[CH:9]=2)[C:4](=[O:16])[O:3]1.[OH:17][CH2:18][C@H:19]1[NH:24][CH2:23][CH2:22][N:21]([C:25]([O:27][C:28]([CH3:31])([CH3:30])[CH3:29])=[O:26])[CH2:20]1. Product: [OH:17][CH2:18][C@@H:19]1[N:24]([CH2:14][C:12]([OH:13])([C:8]2[CH:9]=[C:10]3[C:5](=[CH:6][CH:7]=2)[C:4](=[O:16])[O:3][C@@H:2]([CH3:1])[CH2:11]3)[CH3:15])[CH2:23][CH2:22][N:21]([C:25]([O:27][C:28]([CH3:31])([CH3:30])[CH3:29])=[O:26])[CH2:20]1. The catalyst class is: 14. (6) Reactant: F[C:2]1[CH:3]=[C:4]([S:11][C:12]2[N:16]3[N:17]=[C:18]([C:21]4[CH:22]=[N:23][N:24]([CH3:26])[CH:25]=4)[CH:19]=[CH:20][C:15]3=[N:14][N:13]=2)[CH:5]=[CH:6][C:7]=1[N+:8]([O-])=O.[CH2:27]([NH2:29])[CH3:28].[CH2:30]1COCC1. Product: [CH2:27]([N:29]1[C:2]2[CH:3]=[C:4]([S:11][C:12]3[N:16]4[N:17]=[C:18]([C:21]5[CH:22]=[N:23][N:24]([CH3:26])[CH:25]=5)[CH:19]=[CH:20][C:15]4=[N:14][N:13]=3)[CH:5]=[CH:6][C:7]=2[N:8]=[CH:30]1)[CH3:28]. The catalyst class is: 292. (7) Reactant: [Cl:1][C:2]1[CH:3]=[C:4]([CH:9]2[CH2:13][NH:12][CH2:11][CH:10]2[CH:14]([O:16][C:17]2[CH:24]=[CH:23][C:20]([C:21]#[N:22])=[CH:19][N:18]=2)[CH3:15])[CH:5]=[CH:6][C:7]=1[Cl:8].CCN(CC)CC.[Br:32][CH2:33][C:34](Cl)=[O:35]. Product: [Br:32][CH2:33][C:34]([N:12]1[CH2:13][CH:9]([C:4]2[CH:5]=[CH:6][C:7]([Cl:8])=[C:2]([Cl:1])[CH:3]=2)[CH:10]([CH:14]([O:16][C:17]2[CH:24]=[CH:23][C:20]([C:21]#[N:22])=[CH:19][N:18]=2)[CH3:15])[CH2:11]1)=[O:35]. The catalyst class is: 2. (8) Reactant: [NH2:1][CH2:2][CH:3]([OH:13])[CH2:4][O:5][C:6]1[CH:11]=[CH:10][CH:9]=[CH:8][C:7]=1[Cl:12].CC(O)=O.[BH-](OC(C)=O)(OC(C)=O)OC(C)=O.[Na+].[C:32]([N:39]1[CH2:44][CH2:43][C:42](=O)[CH2:41][CH2:40]1)([O:34][C:35]([CH3:38])([CH3:37])[CH3:36])=[O:33]. Product: [C:35]([O:34][C:32]([N:39]1[CH2:44][CH2:43][CH:42]([NH:1][CH2:2][CH:3]([OH:13])[CH2:4][O:5][C:6]2[CH:11]=[CH:10][CH:9]=[CH:8][C:7]=2[Cl:12])[CH2:41][CH2:40]1)=[O:33])([CH3:38])([CH3:36])[CH3:37]. The catalyst class is: 2.